Dataset: NCI-60 drug combinations with 297,098 pairs across 59 cell lines. Task: Regression. Given two drug SMILES strings and cell line genomic features, predict the synergy score measuring deviation from expected non-interaction effect. (1) Drug 1: CCCS(=O)(=O)NC1=C(C(=C(C=C1)F)C(=O)C2=CNC3=C2C=C(C=N3)C4=CC=C(C=C4)Cl)F. Drug 2: CCCS(=O)(=O)NC1=C(C(=C(C=C1)F)C(=O)C2=CNC3=C2C=C(C=N3)C4=CC=C(C=C4)Cl)F. Cell line: SF-539. Synergy scores: CSS=7.28, Synergy_ZIP=-2.30, Synergy_Bliss=1.92, Synergy_Loewe=1.23, Synergy_HSA=1.64. (2) Drug 1: CS(=O)(=O)CCNCC1=CC=C(O1)C2=CC3=C(C=C2)N=CN=C3NC4=CC(=C(C=C4)OCC5=CC(=CC=C5)F)Cl. Drug 2: CCCCC(=O)OCC(=O)C1(CC(C2=C(C1)C(=C3C(=C2O)C(=O)C4=C(C3=O)C=CC=C4OC)O)OC5CC(C(C(O5)C)O)NC(=O)C(F)(F)F)O. Cell line: HT29. Synergy scores: CSS=26.8, Synergy_ZIP=4.37, Synergy_Bliss=3.98, Synergy_Loewe=-19.9, Synergy_HSA=-1.29. (3) Drug 1: CCCS(=O)(=O)NC1=C(C(=C(C=C1)F)C(=O)C2=CNC3=C2C=C(C=N3)C4=CC=C(C=C4)Cl)F. Drug 2: CC12CCC3C(C1CCC2OP(=O)(O)O)CCC4=C3C=CC(=C4)OC(=O)N(CCCl)CCCl.[Na+]. Cell line: SNB-75. Synergy scores: CSS=1.34, Synergy_ZIP=-2.80, Synergy_Bliss=-5.53, Synergy_Loewe=-6.75, Synergy_HSA=-6.92. (4) Drug 1: CC1C(C(CC(O1)OC2CC(OC(C2O)C)OC3=CC4=CC5=C(C(=O)C(C(C5)C(C(=O)C(C(C)O)O)OC)OC6CC(C(C(O6)C)O)OC7CC(C(C(O7)C)O)OC8CC(C(C(O8)C)O)(C)O)C(=C4C(=C3C)O)O)O)O. Drug 2: CNC(=O)C1=NC=CC(=C1)OC2=CC=C(C=C2)NC(=O)NC3=CC(=C(C=C3)Cl)C(F)(F)F. Cell line: NCIH23. Synergy scores: CSS=53.7, Synergy_ZIP=4.09, Synergy_Bliss=5.01, Synergy_Loewe=-37.8, Synergy_HSA=1.69. (5) Drug 1: CC1=C(C=C(C=C1)NC2=NC=CC(=N2)N(C)C3=CC4=NN(C(=C4C=C3)C)C)S(=O)(=O)N.Cl. Drug 2: C1=NC(=NC(=O)N1C2C(C(C(O2)CO)O)O)N. Cell line: EKVX. Synergy scores: CSS=0.562, Synergy_ZIP=0.671, Synergy_Bliss=1.77, Synergy_Loewe=-1.17, Synergy_HSA=-0.0801. (6) Drug 1: CC1C(C(CC(O1)OC2CC(CC3=C2C(=C4C(=C3O)C(=O)C5=C(C4=O)C(=CC=C5)OC)O)(C(=O)C)O)N)O.Cl. Drug 2: CC(C)(C#N)C1=CC(=CC(=C1)CN2C=NC=N2)C(C)(C)C#N. Cell line: NCI-H460. Synergy scores: CSS=10.3, Synergy_ZIP=-0.217, Synergy_Bliss=0.258, Synergy_Loewe=-21.1, Synergy_HSA=0.642. (7) Drug 1: CC1=C(C=C(C=C1)NC2=NC=CC(=N2)N(C)C3=CC4=NN(C(=C4C=C3)C)C)S(=O)(=O)N.Cl. Drug 2: C1=CC(=CC=C1CCCC(=O)O)N(CCCl)CCCl. Cell line: PC-3. Synergy scores: CSS=22.4, Synergy_ZIP=-3.83, Synergy_Bliss=-0.801, Synergy_Loewe=-1.43, Synergy_HSA=0.372. (8) Drug 1: C1=C(C(=O)NC(=O)N1)N(CCCl)CCCl. Drug 2: C1=CC=C(C=C1)NC(=O)CCCCCCC(=O)NO. Cell line: UACC-257. Synergy scores: CSS=8.97, Synergy_ZIP=-5.53, Synergy_Bliss=-1.13, Synergy_Loewe=-9.37, Synergy_HSA=-0.0636. (9) Drug 1: CC1=C(C=C(C=C1)C(=O)NC2=CC(=CC(=C2)C(F)(F)F)N3C=C(N=C3)C)NC4=NC=CC(=N4)C5=CN=CC=C5. Drug 2: C1CCC(C(C1)N)N.C(=O)(C(=O)[O-])[O-].[Pt+4]. Cell line: A498. Synergy scores: CSS=24.6, Synergy_ZIP=-9.59, Synergy_Bliss=-0.849, Synergy_Loewe=-3.96, Synergy_HSA=0.684.